From a dataset of Forward reaction prediction with 1.9M reactions from USPTO patents (1976-2016). Predict the product of the given reaction. (1) The product is: [Br:8][C:9]1[N:14]=[C:13]2[C:15]([C:20]3[CH:25]=[CH:24][C:23]([CH2:26][N:27]4[CH2:28][CH2:29][O:30][CH2:31][CH2:32]4)=[CH:22][N+:21]=3[O-:33])=[C:16]([OH:18])[NH:17][C:12]2=[CH:11][CH:10]=1. Given the reactants CCCCC.[H-].[Na+].[Br:8][C:9]1[N:14]=[C:13]2[CH2:15][C:16](=[O:18])[NH:17][C:12]2=[CH:11][CH:10]=1.Cl[C:20]1[CH:25]=[CH:24][C:23]([CH2:26][N:27]2[CH2:32][CH2:31][O:30][CH2:29][CH2:28]2)=[CH:22][N+:21]=1[O-:33], predict the reaction product. (2) Given the reactants [N:1]1[CH:6]=[CH:5][CH:4]=[CH:3][C:2]=1[C:7]1[C:26]2[NH:27][C:23](=[CH:24][CH:25]=2)[C:22]([C:28]2[CH:33]=[CH:32][CH:31]=[CH:30][N:29]=2)=[C:21]2[N:34]=[C:18]([CH:19]=[CH:20]2)[C:17]([C:35]2[CH:40]=[CH:39][CH:38]=[CH:37][N:36]=2)=[C:16]2[NH:41][C:13]([CH:14]=[CH:15]2)=[C:12]([C:42]2[CH:47]=[CH:46][CH:45]=[CH:44][N:43]=2)[C:11]2=[N:48][C:8]=1[CH:9]=[CH:10]2.[C:49]12[CH:72]=C3N=C(C=C3)C=C3NC(C=C3)=CC3=NC(C=C3)=CC(N1)=C[CH:50]=2.CO.C(Cl)(Cl)Cl, predict the reaction product. The product is: [CH2:7]([C:33]1[C:28]([C:22]2[C:23]3[NH:27][C:26](=[CH:25][CH:24]=3)[C:7]([C:2]3[C:3]([CH2:6][CH:5]=[CH2:4])=[CH:4][CH:5]=[CH:6][N:1]=3)=[C:8]3[N:48]=[C:11]([CH:10]=[CH:9]3)[C:12]([C:42]3[C:47]([CH2:72][CH:49]=[CH2:50])=[CH:46][CH:45]=[CH:44][N:43]=3)=[C:13]3[NH:41][C:16]([CH:15]=[CH:14]3)=[C:17]([C:35]3[C:40]([CH2:10][CH:9]=[CH2:8])=[CH:39][CH:38]=[CH:37][N:36]=3)[C:18]3=[N:34][C:21]=2[CH:20]=[CH:19]3)=[N:29][CH:30]=[CH:31][CH:32]=1)[CH:2]=[CH2:3]. (3) Given the reactants F[C:2]1[CH:7]=[C:6]([C:8]2[CH:17]=[CH:16][C:15]3[C:10](=[CH:11][CH:12]=[C:13]([OH:18])[CH:14]=3)[N:9]=2)[CH:5]=[CH:4][C:3]=1[C:19]1[NH:23][C:22](=[O:24])[O:21][N:20]=1.ClC1C=CC2C(=CC=C(O)C=2)N=1.C(C1C=CC(B(O)O)=C([F:48])C=1)#N, predict the reaction product. The product is: [F:48][C:7]1[CH:2]=[C:3]([C:19]2[NH:23][C:22](=[O:24])[O:21][N:20]=2)[CH:4]=[CH:5][C:6]=1[C:8]1[CH:17]=[CH:16][C:15]2[C:10](=[CH:11][CH:12]=[C:13]([OH:18])[CH:14]=2)[N:9]=1. (4) Given the reactants [CH2:1]([O:3][C:4]1[CH:9]=[CH:8][C:7]([S:10]([N:13]([CH:21]([CH3:26])[C:22](OC)=[O:23])[C:14]2[CH:19]=[CH:18][C:17]([CH3:20])=[CH:16][CH:15]=2)(=[O:12])=[O:11])=[CH:6][CH:5]=1)[CH3:2].O.[NH2:28][NH2:29], predict the reaction product. The product is: [CH2:1]([O:3][C:4]1[CH:9]=[CH:8][C:7]([S:10]([N:13]([CH:21]([CH3:26])[C:22]([NH:28][NH2:29])=[O:23])[C:14]2[CH:19]=[CH:18][C:17]([CH3:20])=[CH:16][CH:15]=2)(=[O:12])=[O:11])=[CH:6][CH:5]=1)[CH3:2]. (5) The product is: [ClH:55].[CH2:24]([C@@H:31]1[CH2:32][NH:33][CH2:34][CH2:35][N:36]1[C:21]([C:13]1[N:12]=[CH:11][N:10]([CH:2]2[CH2:1][C:9]3[C:4](=[CH:5][CH:6]=[CH:7][CH:8]=3)[CH2:3]2)[C:14]=1[C:15]1[CH:16]=[CH:17][CH:18]=[CH:19][CH:20]=1)=[O:22])[C:25]1[CH:30]=[CH:29][CH:28]=[CH:27][CH:26]=1. Given the reactants [CH2:1]1[C:9]2[C:4](=[CH:5][CH:6]=[CH:7][CH:8]=2)[CH2:3][CH:2]1[N:10]1[C:14]([C:15]2[CH:20]=[CH:19][CH:18]=[CH:17][CH:16]=2)=[C:13]([C:21](O)=[O:22])[N:12]=[CH:11]1.[CH2:24]([CH:31]1[NH:36][CH2:35][CH2:34][N:33](C(OC(C)(C)C)=O)[CH2:32]1)[C:25]1[CH:30]=[CH:29][CH:28]=[CH:27][CH:26]=1.CCN=C=NCCCN(C)C.[ClH:55].C1C=CC2N(O)N=NC=2C=1, predict the reaction product. (6) Given the reactants [C:1](OC(=O)C)(=[O:3])[CH3:2].[Cl:8][C:9]1[CH:14]=[CH:13][C:12]([C:15]2[CH:16]=[CH:17][C:18]([C:21]#[C:22][C:23]3[CH:24]=[CH:25][C:26]([O:30][CH2:31][CH2:32][N:33]4[CH2:37][CH2:36][CH2:35][CH2:34]4)=[C:27]([NH2:29])[CH:28]=3)=[N:19][CH:20]=2)=[CH:11][CH:10]=1, predict the reaction product. The product is: [Cl:8][C:9]1[CH:14]=[CH:13][C:12]([C:15]2[CH:16]=[CH:17][C:18]([C:21]#[C:22][C:23]3[CH:24]=[CH:25][C:26]([O:30][CH2:31][CH2:32][N:33]4[CH2:34][CH2:35][CH2:36][CH2:37]4)=[C:27]([NH:29][C:1](=[O:3])[CH3:2])[CH:28]=3)=[N:19][CH:20]=2)=[CH:11][CH:10]=1.